Dataset: Full USPTO retrosynthesis dataset with 1.9M reactions from patents (1976-2016). Task: Predict the reactants needed to synthesize the given product. (1) Given the product [CH2:13]([O:12][C:10](=[O:11])[CH2:9][O:6][CH:4]([CH:1]1[CH2:3][CH2:2]1)[CH3:5])[CH3:14], predict the reactants needed to synthesize it. The reactants are: [CH:1]1([CH:4]([OH:6])[CH3:5])[CH2:3][CH2:2]1.[N+](=[CH:9][C:10]([O:12][CH2:13][CH3:14])=[O:11])=[N-]. (2) Given the product [C:5]1([CH2:11][C:12]([NH:14][C@@H:15]2[C:44](=[O:45])[N:17]3[C:18]([C:28]([O:30][CH:31]([C:38]4[CH:39]=[CH:40][CH:41]=[CH:42][CH:43]=4)[C:32]4[CH:33]=[CH:34][CH:35]=[CH:36][CH:37]=4)=[O:29])=[C:19]([C@@H:23]4[CH2:27][CH2:26][CH2:25][O:24]4)[CH2:20][S:21][C@H:16]23)=[O:13])[CH:10]=[CH:9][CH:8]=[CH:7][CH:6]=1, predict the reactants needed to synthesize it. The reactants are: P(Cl)(Cl)Cl.[C:5]1([CH2:11][C:12]([NH:14][C@@H:15]2[C:44](=[O:45])[N:17]3[C:18]([C:28]([O:30][CH:31]([C:38]4[CH:43]=[CH:42][CH:41]=[CH:40][CH:39]=4)[C:32]4[CH:37]=[CH:36][CH:35]=[CH:34][CH:33]=4)=[O:29])=[C:19]([C@@H:23]4[CH2:27][CH2:26][CH2:25][O:24]4)[CH2:20][S:21](=O)[C@H:16]23)=[O:13])[CH:10]=[CH:9][CH:8]=[CH:7][CH:6]=1.CN(C)C=O. (3) Given the product [Cl:25][C:22]1[CH:23]=[CH:24][C:19]([C:17]2[C:12]3[CH:13]=[CH:14][CH:15]=[CH:16][C:11]=3[C:6]3[C:7]([CH3:10])=[N:8][O:9][C:5]=3[CH2:4][N:1]=2)=[CH:20][CH:21]=1, predict the reactants needed to synthesize it. The reactants are: [N:1]([CH2:4][C:5]1[O:9][N:8]=[C:7]([CH3:10])[C:6]=1[C:11]1[CH:16]=[CH:15][CH:14]=[CH:13][C:12]=1[C:17]([C:19]1[CH:24]=[CH:23][C:22]([Cl:25])=[CH:21][CH:20]=1)=O)=[N+]=[N-].CP(C)C. (4) Given the product [ClH:5].[CH:6]1([CH2:12][N:13]2[C:21]3[C:16](=[CH:17][CH:18]=[CH:19][C:20]=3[O:22][CH3:23])[C:15]([C:24]3[O:25][C:26]([CH2:30][N:34]([CH2:35][CH3:36])[CH2:32][CH3:33])=[C:27]([CH3:29])[N:28]=3)=[CH:14]2)[CH2:7][CH2:8][CH2:9][CH2:10][CH2:11]1, predict the reactants needed to synthesize it. The reactants are: CS([Cl:5])(=O)=O.[CH:6]1([CH2:12][N:13]2[C:21]3[C:16](=[CH:17][CH:18]=[CH:19][C:20]=3[O:22][CH3:23])[C:15]([C:24]3[O:25][C:26]([CH2:30]O)=[C:27]([CH3:29])[N:28]=3)=[CH:14]2)[CH2:11][CH2:10][CH2:9][CH2:8][CH2:7]1.[CH2:32]([N:34](CC)[CH2:35][CH3:36])[CH3:33].C(NCC)C.Cl. (5) Given the product [CH2:1]([NH:3][C:4]([NH:6][C:7]1[CH:8]=[CH:9][C:10]([C:13]2[N:14]=[C:15]([N:23]3[CH2:28][CH2:27][O:26][CH2:25][C@@H:24]3[CH3:29])[C:16]3[CH2:22][CH2:21][N:20]([CH:32]4[CH2:33][O:30][CH2:31]4)[CH2:19][C:17]=3[N:18]=2)=[CH:11][CH:12]=1)=[O:5])[CH3:2], predict the reactants needed to synthesize it. The reactants are: [CH2:1]([NH:3][C:4]([NH:6][C:7]1[CH:12]=[CH:11][C:10]([C:13]2[N:14]=[C:15]([N:23]3[CH2:28][CH2:27][O:26][CH2:25][C@@H:24]3[CH3:29])[C:16]3[CH2:22][CH2:21][NH:20][CH2:19][C:17]=3[N:18]=2)=[CH:9][CH:8]=1)=[O:5])[CH3:2].[O:30]1[CH2:33][C:32](=O)[CH2:31]1.C(O[BH-](OC(=O)C)OC(=O)C)(=O)C.[Na+].ClCCCl. (6) Given the product [CH2:31]1[C:28]2([CH2:27][N:26]([CH:23]3[CH2:24][CH2:25][CH:20]([O:19][C:10]4[N:11]=[CH:12][N:13]=[C:14]5[C:9]=4[C:8]4[C@@H:7]([CH2:6][C:33]#[N:34])[CH2:18][CH2:17][C:16]=4[S:15]5)[CH2:21][CH2:22]3)[CH2:32]2)[CH2:29][O:30]1, predict the reactants needed to synthesize it. The reactants are: CS(O[CH2:6][C@H:7]1[CH2:18][CH2:17][C:16]2[S:15][C:14]3[C:9](=[C:10]([O:19][CH:20]4[CH2:25][CH2:24][CH:23]([N:26]5[CH2:32][C:28]6([CH2:31][O:30][CH2:29]6)[CH2:27]5)[CH2:22][CH2:21]4)[N:11]=[CH:12][N:13]=3)[C:8]1=2)(=O)=O.[C-:33]#[N:34].[Na+]. (7) Given the product [I:1][C:2]1[C:3](=[O:20])[C:4]2[CH:9]=[CH:8][C:7](=[O:10])[NH:6][C:5]=2[O:12][C:13]=1[C:14]1[CH:15]=[CH:16][CH:17]=[CH:18][CH:19]=1, predict the reactants needed to synthesize it. The reactants are: [I:1][C:2]1[C:3](=[O:20])[C:4]2[C:5]([O:12][C:13]=1[C:14]1[CH:19]=[CH:18][CH:17]=[CH:16][CH:15]=1)=[N:6][C:7]([O:10]C)=[CH:8][CH:9]=2. (8) Given the product [Br:9][C:10]1[CH:15]=[C:14]([Cl:1])[C:13]([NH2:16])=[C:12]([C:17]([CH3:20])([CH3:19])[CH3:18])[CH:11]=1, predict the reactants needed to synthesize it. The reactants are: [Cl:1]N1C(=O)CCC1=O.[Br:9][C:10]1[CH:15]=[CH:14][C:13]([NH2:16])=[C:12]([C:17]([CH3:20])([CH3:19])[CH3:18])[CH:11]=1.[Cl-].[Na+].